Dataset: Peptide-MHC class II binding affinity with 134,281 pairs from IEDB. Task: Regression. Given a peptide amino acid sequence and an MHC pseudo amino acid sequence, predict their binding affinity value. This is MHC class II binding data. (1) The MHC is DRB1_0101 with pseudo-sequence DRB1_0101. The peptide sequence is SDTSYVSLKAPLTKPLK. The binding affinity (normalized) is 0.723. (2) The peptide sequence is GELQIVDKGDAAFKI. The MHC is DRB3_0202 with pseudo-sequence DRB3_0202. The binding affinity (normalized) is 0.203.